From a dataset of Catalyst prediction with 721,799 reactions and 888 catalyst types from USPTO. Predict which catalyst facilitates the given reaction. (1) Reactant: [NH:1]1[CH:5]=[CH:4][C:3]([NH2:6])=[N:2]1.C(N(CC)CC)C.[Cl:14][C:15]1[CH:23]=[CH:22][CH:21]=[C:20]([Cl:24])[C:16]=1[C:17](Cl)=[O:18]. Product: [Cl:14][C:15]1[CH:23]=[CH:22][CH:21]=[C:20]([Cl:24])[C:16]=1[C:17]([NH:6][C:3]1[CH:4]=[CH:5][NH:1][N:2]=1)=[O:18]. The catalyst class is: 382. (2) Reactant: [CH3:1][C:2]1([C:14]2[CH:19]=[CH:18][CH:17]=[CH:16][CH:15]=2)[CH:6]=[CH:5][CH2:4][N:3]1[C:7]([O:9][C:10]([CH3:13])([CH3:12])[CH3:11])=[O:8].[OH2:20].[OH-].[Na+].OO. Product: [OH:20][CH:5]1[CH2:4][N:3]([C:7]([O:9][C:10]([CH3:11])([CH3:12])[CH3:13])=[O:8])[C:2]([CH3:1])([C:14]2[CH:19]=[CH:18][CH:17]=[CH:16][CH:15]=2)[CH2:6]1. The catalyst class is: 1. (3) Reactant: [CH3:1][N:2]1CCOCC1.ClC(OCC(C)C)=O.[CH3:16][C:17]([O:20][C:21]([NH:23][C@H:24]([C:31]([OH:33])=O)[C:25]1[CH:30]=[CH:29][CH:28]=[CH:27][CH:26]=1)=[O:22])([CH3:19])[CH3:18].CN. Product: [CH3:1][NH:2][C:31](=[O:33])[C@@H:24]([NH:23][C:21](=[O:22])[O:20][C:17]([CH3:19])([CH3:18])[CH3:16])[C:25]1[CH:30]=[CH:29][CH:28]=[CH:27][CH:26]=1. The catalyst class is: 1. (4) Reactant: Cl.[C:2]1([S:8]([CH2:11][CH2:12][CH:13]([C:19](=[O:21])[CH3:20])C(OCC)=O)(=[O:10])=[O:9])[CH:7]=[CH:6][CH:5]=[CH:4][CH:3]=1. Product: [C:2]1([S:8]([CH2:11][CH2:12][CH2:13][C:19](=[O:21])[CH3:20])(=[O:9])=[O:10])[CH:3]=[CH:4][CH:5]=[CH:6][CH:7]=1. The catalyst class is: 8. (5) Reactant: [CH2:1]([O:3][C:4](=[O:13])[C:5]1[CH:10]=[CH:9][C:8]([Br:11])=[C:7]([CH3:12])[CH:6]=1)[CH3:2].[Br:14]N1C(=O)CCC1=O.C(OOC(=O)C1C=CC=CC=1)(=O)C1C=CC=CC=1. Product: [CH2:1]([O:3][C:4](=[O:13])[C:5]1[CH:10]=[CH:9][C:8]([Br:11])=[C:7]([CH2:12][Br:14])[CH:6]=1)[CH3:2]. The catalyst class is: 53. (6) Product: [Br:10][C:7]1[CH:6]=[C:5]([F:8])[C:4]([F:9])=[CH:3][C:2]=1[Cl:1]. Reactant: [Cl:1][C:2]1[CH:7]=[CH:6][C:5]([F:8])=[C:4]([F:9])[CH:3]=1.[Br:10]Br.[Al].Cl. The catalyst class is: 292. (7) The catalyst class is: 32. Product: [CH:13]([O:23][C:3]1[CH:8]=[C:7]([CH3:9])[N:6]=[C:5]([NH:10][C:11]2[CH:16]=[CH:15][C:14]([N:17]3[CH:21]=[C:20]([CH3:22])[N:19]=[CH:18]3)=[C:13]([O:23][CH3:24])[CH:12]=2)[N:4]=1)([CH3:14])[CH3:12]. Reactant: [Na].Cl[C:3]1[CH:8]=[C:7]([CH3:9])[N:6]=[C:5]([NH:10][C:11]2[CH:16]=[CH:15][C:14]([N:17]3[CH:21]=[C:20]([CH3:22])[N:19]=[CH:18]3)=[C:13]([O:23][CH3:24])[CH:12]=2)[N:4]=1.